This data is from Forward reaction prediction with 1.9M reactions from USPTO patents (1976-2016). The task is: Predict the product of the given reaction. Given the reactants [O:1]1[C:5]2[CH:6]=[CH:7][CH:8]=[CH:9][C:4]=2[C:3]([C:10]2[CH2:15][CH2:14][N:13](C(OC(C)(C)C)=O)[CH2:12][CH:11]=2)=[CH:2]1.[ClH:23], predict the reaction product. The product is: [ClH:23].[O:1]1[C:5]2[CH:6]=[CH:7][CH:8]=[CH:9][C:4]=2[C:3]([C:10]2[CH2:15][CH2:14][NH:13][CH2:12][CH:11]=2)=[CH:2]1.